Predict which catalyst facilitates the given reaction. From a dataset of Catalyst prediction with 721,799 reactions and 888 catalyst types from USPTO. (1) Reactant: [NH2:1][C:2]1[CH:11]=[C:10]([NH2:12])[CH:9]=[CH:8][C:3]=1[O:4][CH2:5][CH2:6][OH:7].[CH:13](=O)[C:14]1[CH:19]=[CH:18][CH:17]=[CH:16][CH:15]=1.B.O1CCCC1. Product: [NH2:1][C:2]1[CH:11]=[C:10]([NH:12][CH2:13][C:14]2[CH:19]=[CH:18][CH:17]=[CH:16][CH:15]=2)[CH:9]=[CH:8][C:3]=1[O:4][CH2:5][CH2:6][OH:7]. The catalyst class is: 111. (2) Reactant: [OH-].[Na+].CCCCCC.[CH2:9]([C:11]1([CH2:15][OH:16])[CH2:14][O:13][CH2:12]1)[CH3:10].[Br:17][CH2:18][CH2:19][CH2:20][CH2:21][CH2:22][CH2:23]Br. Product: [Br:17][CH2:18][CH2:19][CH2:20][CH2:21][CH2:22][CH2:23][O:16][CH2:15][C:11]1([CH2:9][CH3:10])[CH2:14][O:13][CH2:12]1. The catalyst class is: 568. (3) Reactant: [NH2:1][C:2]1[N:12]([CH:13]2[CH2:16][CH2:15][CH2:14]2)[C:5]2=N[C:7]([C:10]#[N:11])=[CH:8][CH:9]=[C:4]2[N:3]=1.[Si:17]([O:24][C@:25]([C:32]1[CH:37]=[CH:36][CH:35]=[CH:34][CH:33]=1)([CH3:31])[C@H:26]([CH3:30])[C:27](O)=[O:28])([C:20]([CH3:23])([CH3:22])[CH3:21])([CH3:19])[CH3:18].[CH:38]1C=CC2N(O)N=NC=2C=1.C(Cl)CCl.C(N(C(C)C)CC)(C)C. Product: [Si:17]([O:24][C@:25]([C:32]1[CH:37]=[CH:36][CH:35]=[CH:34][CH:33]=1)([CH3:31])[C@H:26]([CH3:30])[C:27]([NH:1][C:2]1[N:12]([CH:13]2[CH2:16][CH2:15][CH2:14]2)[C:5]2[CH:38]=[C:7]([C:10]#[N:11])[CH:8]=[CH:9][C:4]=2[N:3]=1)=[O:28])([C:20]([CH3:23])([CH3:22])[CH3:21])([CH3:19])[CH3:18]. The catalyst class is: 9. (4) Reactant: F[C:2]1[CH:7]=[CH:6][C:5]([NH:8][C:9]([C:11]2[C:12]([C:17]3[CH:22]=[CH:21][C:20]([C:23]([F:26])([F:25])[F:24])=[CH:19][CH:18]=3)=[CH:13][CH:14]=[CH:15][CH:16]=2)=[O:10])=[CH:4][C:3]=1[N+:27]([O-:29])=[O:28].Cl.[CH2:31]([O:33][C:34](=[O:37])[CH2:35][NH2:36])[CH3:32].C(N(CC)CC)C.C(OCC)(=O)C. Product: [N+:27]([C:3]1[CH:4]=[C:5]([NH:8][C:9]([C:11]2[CH:16]=[CH:15][CH:14]=[CH:13][C:12]=2[C:17]2[CH:22]=[CH:21][C:20]([C:23]([F:25])([F:24])[F:26])=[CH:19][CH:18]=2)=[O:10])[CH:6]=[CH:7][C:2]=1[NH:36][CH2:35][C:34]([O:33][CH2:31][CH3:32])=[O:37])([O-:29])=[O:28]. The catalyst class is: 35. (5) Reactant: FC(F)(F)S([O-])(=O)=O.C[N+]1[CH:14]=[CH:13][N:12]([S:15]([N:18]2[CH2:23][CH2:22][O:21][CH2:20][CH2:19]2)(=[O:17])=[O:16])C=1.[C@H:24]1([NH:33][C:34]2[CH:43]=[CH:42][C:41]3[C:36](=[CH:37][CH:38]=C(N)C=3)[N:35]=2)[C:32]2[C:27](=[CH:28][CH:29]=[CH:30][CH:31]=2)[CH2:26][CH2:25]1. Product: [C@H:24]1([NH:33][C:34]2[CH:43]=[CH:42][C:41]3[C:36](=[CH:37][CH:38]=[C:13]([NH:12][S:15]([N:18]4[CH2:19][CH2:20][O:21][CH2:22][CH2:23]4)(=[O:16])=[O:17])[CH:14]=3)[N:35]=2)[C:32]2[C:27](=[CH:28][CH:29]=[CH:30][CH:31]=2)[CH2:26][CH2:25]1. The catalyst class is: 10. (6) Reactant: [NH2:1][C:2]1[CH:7]=[CH:6][CH:5]=[C:4]([Cl:8])[C:3]=1[CH2:9]O.[CH3:11][C:12]1[CH:21]=[C:20]([CH3:22])[CH:19]=[C:18]2[C:13]=1[CH2:14][CH2:15][CH2:16][C:17]2=O.[OH-].[K+]. The catalyst class is: 11. Product: [Cl:8][C:4]1[C:3]2[C:2](=[N:1][C:17]3[C:18]4[CH:19]=[C:20]([CH3:22])[CH:21]=[C:12]([CH3:11])[C:13]=4[CH2:14][CH2:15][C:16]=3[CH:9]=2)[CH:7]=[CH:6][CH:5]=1. (7) Reactant: [Br:1][C:2]1[CH:3]=[C:4]([CH:9]=[CH:10][C:11]=1[C:12]([NH2:14])=[O:13])[C:5]([O:7]C)=[O:6].[OH-].[Na+].Cl. Product: [Br:1][C:2]1[CH:3]=[C:4]([CH:9]=[CH:10][C:11]=1[C:12]([NH2:14])=[O:13])[C:5]([OH:7])=[O:6]. The catalyst class is: 5. (8) Reactant: [Cl:1][C:2]1[CH:7]=[CH:6][C:5]([S:8]([C:11]2[CH:16]=[CH:15][CH:14]=[CH:13][CH:12]=2)(=[O:10])=[O:9])=[CH:4][C:3]=1[S:17]([NH:20][C:21]([CH3:27])([C:23](OC)=[O:24])[CH3:22])(=[O:19])=[O:18].[H-].C([Al+]CC(C)C)C(C)C.C1(C)C=CC=CC=1. Product: [Cl:1][C:2]1[CH:7]=[CH:6][C:5]([S:8]([C:11]2[CH:16]=[CH:15][CH:14]=[CH:13][CH:12]=2)(=[O:10])=[O:9])=[CH:4][C:3]=1[S:17]([NH:20][C:21]([CH3:27])([CH3:22])[CH2:23][OH:24])(=[O:18])=[O:19]. The catalyst class is: 1. (9) Reactant: [F:1][C:2]1[CH:7]=[CH:6][C:5]([CH2:8][C:9]#[N:10])=[CH:4][CH:3]=1.[C:11](OCC)(=[O:18])[C:12]1[CH:17]=[CH:16][N:15]=[CH:14][CH:13]=1.[O-]CC.[Na+]. Product: [C:9]([C:8]([C:5]1[CH:6]=[CH:7][C:2]([F:1])=[CH:3][CH:4]=1)=[C:11]([C:12]1[CH:17]=[CH:16][N:15]=[CH:14][CH:13]=1)[OH:18])#[N:10]. The catalyst class is: 8. (10) Reactant: [CH2:1]([O:8][C:9](=[O:27])[NH:10][C:11]([CH3:26])([C:13]1[NH:14][C:15](=[O:25])[CH:16]=[C:17]([C:19]2[CH:24]=[CH:23][N:22]=[CH:21][N:20]=2)[N:18]=1)[CH3:12])[C:2]1[CH:7]=[CH:6][CH:5]=[CH:4][CH:3]=1.[H-].[Li+].[CH3:30]OS(OC)(=O)=O.O. Product: [CH2:1]([O:8][C:9](=[O:27])[NH:10][C:11]([CH3:12])([C:13]1[N:14]([CH3:30])[C:15](=[O:25])[CH:16]=[C:17]([C:19]2[CH:24]=[CH:23][N:22]=[CH:21][N:20]=2)[N:18]=1)[CH3:26])[C:2]1[CH:3]=[CH:4][CH:5]=[CH:6][CH:7]=1. The catalyst class is: 12.